From a dataset of NCI-60 drug combinations with 297,098 pairs across 59 cell lines. Regression. Given two drug SMILES strings and cell line genomic features, predict the synergy score measuring deviation from expected non-interaction effect. (1) Drug 1: C1=NC2=C(N=C(N=C2N1C3C(C(C(O3)CO)O)F)Cl)N. Drug 2: CC1CCC2CC(C(=CC=CC=CC(CC(C(=O)C(C(C(=CC(C(=O)CC(OC(=O)C3CCCCN3C(=O)C(=O)C1(O2)O)C(C)CC4CCC(C(C4)OC)O)C)C)O)OC)C)C)C)OC. Cell line: NCI/ADR-RES. Synergy scores: CSS=16.9, Synergy_ZIP=1.96, Synergy_Bliss=4.63, Synergy_Loewe=-7.33, Synergy_HSA=4.08. (2) Drug 1: CC1=C2C(C(=O)C3(C(CC4C(C3C(C(C2(C)C)(CC1OC(=O)C(C(C5=CC=CC=C5)NC(=O)OC(C)(C)C)O)O)OC(=O)C6=CC=CC=C6)(CO4)OC(=O)C)O)C)O. Drug 2: CC(C)NC(=O)C1=CC=C(C=C1)CNNC.Cl. Cell line: MALME-3M. Synergy scores: CSS=30.6, Synergy_ZIP=0.889, Synergy_Bliss=-0.151, Synergy_Loewe=-66.8, Synergy_HSA=-1.13. (3) Drug 1: C1CCN(CC1)CCOC2=CC=C(C=C2)C(=O)C3=C(SC4=C3C=CC(=C4)O)C5=CC=C(C=C5)O. Drug 2: C1=NC2=C(N=C(N=C2N1C3C(C(C(O3)CO)O)F)Cl)N. Cell line: PC-3. Synergy scores: CSS=27.8, Synergy_ZIP=1.71, Synergy_Bliss=1.86, Synergy_Loewe=-6.71, Synergy_HSA=1.44. (4) Drug 1: CC1=CC=C(C=C1)C2=CC(=NN2C3=CC=C(C=C3)S(=O)(=O)N)C(F)(F)F. Drug 2: CC1=C2C(C(=O)C3(C(CC4C(C3C(C(C2(C)C)(CC1OC(=O)C(C(C5=CC=CC=C5)NC(=O)OC(C)(C)C)O)O)OC(=O)C6=CC=CC=C6)(CO4)OC(=O)C)O)C)O. Cell line: HT29. Synergy scores: CSS=38.7, Synergy_ZIP=17.7, Synergy_Bliss=17.3, Synergy_Loewe=15.6, Synergy_HSA=17.7. (5) Drug 1: C1=C(C(=O)NC(=O)N1)N(CCCl)CCCl. Drug 2: CS(=O)(=O)OCCCCOS(=O)(=O)C. Cell line: OVCAR-5. Synergy scores: CSS=3.48, Synergy_ZIP=-6.50, Synergy_Bliss=-2.67, Synergy_Loewe=-9.04, Synergy_HSA=-2.69.